From a dataset of Forward reaction prediction with 1.9M reactions from USPTO patents (1976-2016). Predict the product of the given reaction. Given the reactants [C:1]([C:3]1[C:7]([C:8]2[CH:13]=[CH:12][CH:11]=[CH:10][CH:9]=2)=[CH:6][NH:5][CH:4]=1)#[N:2].[CH2:14]([O:16][C:17](=[O:33])[C:18]1[C:23]([O:24][CH2:25][C:26]2[CH:31]=[CH:30][CH:29]=[CH:28][CH:27]=2)=[CH:22][N:21]=[C:20](Br)[CH:19]=1)[CH3:15].C(=O)([O-])[O-].[Cs+].[Cs+].CN(C)CC(O)=O, predict the reaction product. The product is: [CH2:14]([O:16][C:17](=[O:33])[C:18]1[C:23]([O:24][CH2:25][C:26]2[CH:27]=[CH:28][CH:29]=[CH:30][CH:31]=2)=[CH:22][N:21]=[C:20]([N:5]2[CH:6]=[C:7]([C:8]3[CH:9]=[CH:10][CH:11]=[CH:12][CH:13]=3)[C:3]([C:1]#[N:2])=[CH:4]2)[CH:19]=1)[CH3:15].